This data is from Peptide-MHC class I binding affinity with 185,985 pairs from IEDB/IMGT. The task is: Regression. Given a peptide amino acid sequence and an MHC pseudo amino acid sequence, predict their binding affinity value. This is MHC class I binding data. (1) The peptide sequence is ISSVLTILYY. The MHC is HLA-A68:01 with pseudo-sequence HLA-A68:01. The binding affinity (normalized) is 0.530. (2) The peptide sequence is VSMTYLYNK. The MHC is HLA-A31:01 with pseudo-sequence HLA-A31:01. The binding affinity (normalized) is 0.906. (3) The peptide sequence is SFIMRNFLR. The MHC is HLA-A11:01 with pseudo-sequence HLA-A11:01. The binding affinity (normalized) is 0.503. (4) The peptide sequence is FYQKTGEKS. The MHC is HLA-A29:02 with pseudo-sequence HLA-A29:02. The binding affinity (normalized) is 0.135. (5) The binding affinity (normalized) is 0.272. The peptide sequence is CLRRFIIFL. The MHC is HLA-A03:01 with pseudo-sequence HLA-A03:01.